Dataset: Forward reaction prediction with 1.9M reactions from USPTO patents (1976-2016). Task: Predict the product of the given reaction. (1) Given the reactants [CH3:1][O:2][C:3]1[CH:11]=[C:10]2[C:6]([CH:7]=[CH:8][NH:9]2)=[CH:5][CH:4]=1.N1C2C(=CC=CC=2)C=[C:13]1C(OCC)=O, predict the reaction product. The product is: [CH3:1][O:2][C:3]1[CH:11]=[C:10]2[C:6]([CH:7]=[CH:8][N:9]2[CH3:13])=[CH:5][CH:4]=1. (2) Given the reactants [CH3:1][O:2][C:3]1[C:8]([N:9]2[C:18](=[O:19])[C:17]3[C:12](=[CH:13][C:14]([C:20]([OH:22])=O)=[CH:15][CH:16]=3)[NH:11][C:10]2=[S:23])=[C:7]([O:24][CH3:25])[N:6]=[CH:5][N:4]=1.CC[N:28](C(C)C)C(C)C.CN(C(ON1N=NC2C=CC=NC1=2)=[N+](C)C)C.F[P-](F)(F)(F)(F)F.[Cl:59][C:60]1[CH:67]=[CH:66][C:63]([CH2:64]N)=[CH:62][CH:61]=1, predict the reaction product. The product is: [Cl:59][C:60]1[CH:67]=[CH:66][C:63]([CH2:64][N:11]2[C:12]3[C:17](=[CH:16][CH:15]=[C:14]([C:20]([NH2:28])=[O:22])[CH:13]=3)[C:18](=[O:19])[N:9]([C:8]3[C:7]([O:24][CH3:25])=[N:6][CH:5]=[N:4][C:3]=3[O:2][CH3:1])[C:10]2=[S:23])=[CH:62][CH:61]=1. (3) Given the reactants [CH2:1]([O:8][C:9]1[CH:14]=[CH:13][C:12]([O:15][C:16]2[C:21]([CH3:22])=[CH:20][C:19]([N+:23]([O-:25])=[O:24])=[CH:18][C:17]=2[CH3:26])=[CH:11][C:10]=1[S:27](Cl)(=[O:29])=[O:28])[C:2]1[CH:7]=[CH:6][CH:5]=[CH:4][CH:3]=1.CN1CCOCC1.[CH2:38]([NH2:43])[C:39]([CH3:42])([CH3:41])[CH3:40], predict the reaction product. The product is: [CH2:1]([O:8][C:9]1[CH:14]=[CH:13][C:12]([O:15][C:16]2[C:21]([CH3:22])=[CH:20][C:19]([N+:23]([O-:25])=[O:24])=[CH:18][C:17]=2[CH3:26])=[CH:11][C:10]=1[S:27]([NH:43][CH2:38][C:39]([CH3:42])([CH3:41])[CH3:40])(=[O:29])=[O:28])[C:2]1[CH:7]=[CH:6][CH:5]=[CH:4][CH:3]=1. (4) Given the reactants [F:1][C:2]1[CH:7]=[CH:6][C:5]([C:8]2[O:9][CH:10]=[C:11]([C:13]([CH3:17])([CH3:16])[CH2:14][NH2:15])[N:12]=2)=[CH:4][CH:3]=1.[F:18][C:19]([F:37])([F:36])[C:20]([C:22]1[S:26][CH:25]=[C:24]([C:27]2[CH:28]=[C:29]([CH:33]=[CH:34][CH:35]=2)[C:30](O)=[O:31])[CH:23]=1)=[O:21], predict the reaction product. The product is: [F:1][C:2]1[CH:3]=[CH:4][C:5]([C:8]2[O:9][CH:10]=[C:11]([C:13]([CH3:17])([CH3:16])[CH2:14][NH:15][C:30](=[O:31])[C:29]3[CH:33]=[CH:34][CH:35]=[C:27]([C:24]4[CH:23]=[C:22]([C:20](=[O:21])[C:19]([F:18])([F:36])[F:37])[S:26][CH:25]=4)[CH:28]=3)[N:12]=2)=[CH:6][CH:7]=1. (5) The product is: [C:21]1([CH2:27][O:28][CH2:29][CH2:30][CH2:31][O:7][C:8]2[CH:9]=[C:10]([CH:13]=[CH:14][CH:15]=2)[CH:11]=[O:12])[CH:26]=[CH:25][CH:24]=[CH:23][CH:22]=1. Given the reactants C(=O)([O-])[O-].[K+].[K+].[OH:7][C:8]1[CH:9]=[C:10]([CH:13]=[CH:14][CH:15]=1)[CH:11]=[O:12].CN(C)C=O.[C:21]1([CH2:27][O:28][CH2:29][CH2:30][CH2:31]Cl)[CH:26]=[CH:25][CH:24]=[CH:23][CH:22]=1, predict the reaction product.